Task: Regression. Given a peptide amino acid sequence and an MHC pseudo amino acid sequence, predict their binding affinity value. This is MHC class I binding data.. Dataset: Peptide-MHC class I binding affinity with 185,985 pairs from IEDB/IMGT (1) The peptide sequence is MIKYCLLKILK. The MHC is HLA-A11:01 with pseudo-sequence HLA-A11:01. The binding affinity (normalized) is 0.516. (2) The binding affinity (normalized) is 0.0847. The MHC is HLA-A03:01 with pseudo-sequence HLA-A03:01. The peptide sequence is EMRFAYICT. (3) The peptide sequence is ERPIFPHPSKPTFLP. The MHC is HLA-A29:02 with pseudo-sequence HLA-A29:02. The binding affinity (normalized) is 0.00596.